From a dataset of TCR-epitope binding with 47,182 pairs between 192 epitopes and 23,139 TCRs. Binary Classification. Given a T-cell receptor sequence (or CDR3 region) and an epitope sequence, predict whether binding occurs between them. (1) The epitope is GLCTLVAML. The TCR CDR3 sequence is CASSLGPGKRETQYF. Result: 1 (the TCR binds to the epitope). (2) Result: 1 (the TCR binds to the epitope). The TCR CDR3 sequence is CSVPQLAGHINEQFF. The epitope is YLDAYNMMI. (3) The epitope is QVPLRPMTYK. The TCR CDR3 sequence is CASRLGQEGNTEAFF. Result: 0 (the TCR does not bind to the epitope). (4) The epitope is SEETGTLIV. The TCR CDR3 sequence is CASSQFVPGTGELFF. Result: 0 (the TCR does not bind to the epitope). (5) The epitope is KTSVDCTMYI. The TCR CDR3 sequence is CASSSGGSAKNIQYF. Result: 1 (the TCR binds to the epitope).